Dataset: Full USPTO retrosynthesis dataset with 1.9M reactions from patents (1976-2016). Task: Predict the reactants needed to synthesize the given product. (1) Given the product [Cl:24][C:6]1[CH:7]=[C:8]2[C:13](=[CH:14][C:5]=1[O:4][CH2:1][CH2:2][CH3:3])[O:12][CH:11]([C:15]([F:18])([F:16])[F:17])[C:10]([C:19]([O:21][CH2:22][CH3:23])=[O:20])=[CH:9]2, predict the reactants needed to synthesize it. The reactants are: [CH2:1]([O:4][C:5]1[CH:14]=[C:13]2[C:8]([CH:9]=[C:10]([C:19]([O:21][CH2:22][CH3:23])=[O:20])[CH:11]([C:15]([F:18])([F:17])[F:16])[O:12]2)=[CH:7][CH:6]=1)[CH2:2][CH3:3].[Cl:24]Cl. (2) Given the product [NH2:1][C:2]([CH3:25])([CH3:24])[C@H:3]([NH:8][C:9](=[O:23])[C:10]1[CH:15]=[CH:14][C:13]([C:16]#[C:17][C:18]#[C:19][C@H:20]([OH:22])[CH3:21])=[CH:12][CH:11]=1)[C:4]([NH:26][OH:27])=[O:5], predict the reactants needed to synthesize it. The reactants are: [NH2:1][C:2]([CH3:25])([CH3:24])[C@H:3]([NH:8][C:9](=[O:23])[C:10]1[CH:15]=[CH:14][C:13]([C:16]#[C:17][C:18]#[C:19][C@H:20]([OH:22])[CH3:21])=[CH:12][CH:11]=1)[C:4](OC)=[O:5].[NH2:26][OH:27].O. (3) Given the product [O:15]1[C:2]2([CH2:7][CH2:6][CH:5]([C:8]([O:10][CH2:11][CH3:12])=[O:9])[CH2:4][CH2:3]2)[O:1][CH2:13][CH2:14]1, predict the reactants needed to synthesize it. The reactants are: [O:1]=[C:2]1[CH2:7][CH2:6][CH:5]([C:8]([O:10][CH2:11][CH3:12])=[O:9])[CH2:4][CH2:3]1.[CH2:13](O)[CH2:14][OH:15].S(=O)(=O)(O)O.O. (4) Given the product [F:12][C:13]1[CH:18]=[CH:17][C:16]([C:2]2[O:6][C:5]([CH3:7])=[C:4]([C:8]([O:10][CH3:11])=[O:9])[CH:3]=2)=[C:15]([CH3:22])[CH:14]=1, predict the reactants needed to synthesize it. The reactants are: Br[C:2]1[O:6][C:5]([CH3:7])=[C:4]([C:8]([O:10][CH3:11])=[O:9])[CH:3]=1.[F:12][C:13]1[CH:18]=[CH:17][C:16](B(O)O)=[C:15]([CH3:22])[CH:14]=1.